From a dataset of Reaction yield outcomes from USPTO patents with 853,638 reactions. Predict the reaction yield, written as a fraction of the theoretical maximum amount of product (1.0 means a 100% yield; for example, 0.34 means a 34% yield). (1) The reactants are [NH:1]1[C:9]2[C:4](=[N:5][CH:6]=[CH:7][CH:8]=2)[N:3]=[C:2]1C(N)CCN.[Br:15][C:16]1[CH:17]=[C:18]([CH:25]=[C:26]([Br:28])[CH:27]=1)[CH2:19][NH:20][CH2:21][CH2:22][CH2:23][NH2:24]. No catalyst specified. The product is [Br:15][C:16]1[CH:17]=[C:18]([CH:25]=[C:26]([Br:28])[CH:27]=1)[CH2:19][NH:20][CH2:21][CH2:22][CH2:23][NH:24][C:2]1[NH:1][C:9]2[C:4]([N:3]=1)=[N:5][CH:6]=[CH:7][CH:8]=2. The yield is 0.500. (2) The reactants are COC[C@@H]1CCCN1[S:9]([C:12]1[CH:13]=[C:14]2[C:18](=[CH:19][CH:20]=1)[NH:17][C:16](=[O:21])[C:15]12[O:26]CCCO1)(=[O:11])=[O:10].[OH-].C([N+](C)(C)C)C1C=CC=CC=1.O.C(Cl)[Cl:41].CO. The catalyst is CCO. The product is [O:21]=[C:16]1[C:15](=[O:26])[C:14]2[C:18](=[CH:19][CH:20]=[C:12]([S:9]([Cl:41])(=[O:11])=[O:10])[CH:13]=2)[NH:17]1. The yield is 0.580. (3) The reactants are C([Li])CCC.Br[C:7]1[CH:8]=[C:9]2[C:14](=[CH:15][CH:16]=1)[N:13]=[CH:12][CH:11]=[CH:10]2.CN(C)[CH:19]=[O:20].[Cl-].[NH4+]. The catalyst is C(OCC)C. The product is [N:13]1[C:14]2[C:9](=[CH:8][C:7]([CH:19]=[O:20])=[CH:16][CH:15]=2)[CH:10]=[CH:11][CH:12]=1. The yield is 0.0850. (4) The reactants are [CH3:1][S:2]([C:5]1[CH:24]=[CH:23][C:8]([CH2:9][NH:10][C:11]([C:13]2[CH:18]=[C:17]([NH2:19])[C:16]([C:20]#[N:21])=[C:15](Cl)[N:14]=2)=[O:12])=[CH:7][CH:6]=1)(=[O:4])=[O:3].[CH:25]1([NH2:30])[CH2:29][CH2:28][CH2:27][CH2:26]1. The catalyst is CN(C)C(=O)C. The product is [NH2:19][C:17]1[C:16]([C:20]#[N:21])=[C:15]([NH:30][CH:25]2[CH2:29][CH2:28][CH2:27][CH2:26]2)[N:14]=[C:13]([C:11]([NH:10][CH2:9][C:8]2[CH:23]=[CH:24][C:5]([S:2]([CH3:1])(=[O:4])=[O:3])=[CH:6][CH:7]=2)=[O:12])[CH:18]=1. The yield is 0.810. (5) The reactants are C(OC([N:8]([C:16]1[C:20]2[CH:21]=[C:22]([Cl:39])[C:23]([CH2:25][O:26][C:27]3[CH:32]=[CH:31][C:30]([O:33][C:34]([F:37])([F:36])[F:35])=[C:29]([Cl:38])[CH:28]=3)=[CH:24][C:19]=2[O:18][N:17]=1)C(=O)OC(C)(C)C)=O)(C)(C)C.FC(F)(F)C(O)=O. The catalyst is C(Cl)Cl. The product is [Cl:39][C:22]1[C:23]([CH2:25][O:26][C:27]2[CH:32]=[CH:31][C:30]([O:33][C:34]([F:35])([F:36])[F:37])=[C:29]([Cl:38])[CH:28]=2)=[CH:24][C:19]2[O:18][N:17]=[C:16]([NH2:8])[C:20]=2[CH:21]=1. The yield is 0.300. (6) The reactants are Br[C:2]1[CH:7]=[C:6]([C:8]2[C:17]3[C:12](=[CH:13][C:14]([O:20][CH3:21])=[C:15]([O:18][CH3:19])[CH:16]=3)[CH:11]=[C:10]([C:22]([O:24][CH3:25])=[O:23])[C:9]=2[C:26]([O:28][CH3:29])=[O:27])[CH:5]=[CH:4][N:3]=1.F[B-](F)(F)F.C([PH+](C(C)(C)C)C(C)(C)C)(C)(C)C.[Si:48]([O:55][C@@H:56]1[C:65]2[C:60](=[CH:61][CH:62]=[CH:63][CH:64]=2)[NH:59][CH2:58][CH2:57]1)([C:51]([CH3:54])([CH3:53])[CH3:52])([CH3:50])[CH3:49].CC(C)([O-])C.[Na+].[Cl-].[NH4+]. The catalyst is C1(C)C=CC=CC=1.C([O-])(=O)C.[Pd+2].C([O-])(=O)C.C(OCC)(=O)C.O. The product is [Si:48]([O:55][C@@H:56]1[C:65]2[C:60](=[CH:61][CH:62]=[CH:63][CH:64]=2)[N:59]([C:2]2[CH:7]=[C:6]([C:8]3[C:17]4[C:12](=[CH:13][C:14]([O:20][CH3:21])=[C:15]([O:18][CH3:19])[CH:16]=4)[CH:11]=[C:10]([C:22]([O:24][CH3:25])=[O:23])[C:9]=3[C:26]([O:28][CH3:29])=[O:27])[CH:5]=[CH:4][N:3]=2)[CH2:58][CH2:57]1)([C:51]([CH3:54])([CH3:53])[CH3:52])([CH3:50])[CH3:49]. The yield is 0.800.